From a dataset of Forward reaction prediction with 1.9M reactions from USPTO patents (1976-2016). Predict the product of the given reaction. (1) The product is: [CH3:1][N:2]1[CH2:7][CH2:6][N:5]([S:8]([C:11]2[CH:16]=[CH:15][C:14]([NH:17][C:18]3[N:19]=[CH:20][C:21]([NH2:24])=[CH:22][N:23]=3)=[CH:13][CH:12]=2)(=[O:9])=[O:10])[CH2:4][CH2:3]1. Given the reactants [CH3:1][N:2]1[CH2:7][CH2:6][N:5]([S:8]([C:11]2[CH:16]=[CH:15][C:14]([NH:17][C:18]3[N:23]=[CH:22][C:21]([N+:24]([O-])=O)=[CH:20][N:19]=3)=[CH:13][CH:12]=2)(=[O:10])=[O:9])[CH2:4][CH2:3]1, predict the reaction product. (2) Given the reactants Cl.C1(NC2C(C)=C(C)N=C(NCC3C=CC=CN=3)N=2)CCCCC1.[CH2:25]([C:27]1[CH:32]=[CH:31][N:30]=[C:29]([CH2:33][NH2:34])[CH:28]=1)[CH3:26].Cl[C:36]1[N:41]=[C:40]([NH:42][CH:43]2[CH2:48][CH2:47][C:46]([F:50])([F:49])[CH2:45][CH2:44]2)[C:39]([CH3:51])=[C:38]([CH3:52])[N:37]=1, predict the reaction product. The product is: [F:50][C:46]1([F:49])[CH2:47][CH2:48][CH:43]([NH:42][C:40]2[C:39]([CH3:51])=[C:38]([CH3:52])[N:37]=[C:36]([NH:34][CH2:33][C:29]3[CH:28]=[C:27]([CH2:25][CH3:26])[CH:32]=[CH:31][N:30]=3)[N:41]=2)[CH2:44][CH2:45]1. (3) Given the reactants [CH3:1][C:2]1[CH:12]=[CH:11][C:5]2[N:6]=[C:7]([C:9]#[N:10])[S:8][C:4]=2[CH:3]=1.[Br:13]N1C(=O)CCC1=O.N(C(C)(C)C#N)=NC(C)(C)C#N, predict the reaction product. The product is: [Br:13][CH2:1][C:2]1[CH:12]=[CH:11][C:5]2[N:6]=[C:7]([C:9]#[N:10])[S:8][C:4]=2[CH:3]=1. (4) Given the reactants [Cl:1][C:2]1[CH:7]=[C:6]([CH3:8])[C:5]([S:9][CH2:10][C:11]([F:14])([F:13])[F:12])=[CH:4][C:3]=1[NH:15][N:16]=[CH:17][C:18]([F:21])([F:20])[F:19].[Br:22]N1C(=O)CCC1=O.O, predict the reaction product. The product is: [Cl:1][C:2]1[CH:7]=[C:6]([CH3:8])[C:5]([S:9][CH2:10][C:11]([F:14])([F:13])[F:12])=[CH:4][C:3]=1[NH:15][N:16]=[C:17]([Br:22])[C:18]([F:21])([F:19])[F:20]. (5) Given the reactants [CH2:1]([N:3]1[C:7]2=[N:8][CH:9]=[C:10]([C:19]([OH:21])=O)[C:11]([NH:12][CH:13]3[CH2:18][CH2:17][O:16][CH2:15][CH2:14]3)=[C:6]2[CH:5]=[N:4]1)[CH3:2].C(Cl)CCl.C1C=CC2N(O)N=NC=2C=1.[C:36]([O:40][C:41]([CH3:44])([CH3:43])[CH3:42])(=[O:39])[NH:37][NH2:38], predict the reaction product. The product is: [CH2:1]([N:3]1[C:7]2=[N:8][CH:9]=[C:10]([C:19]([NH:38][NH:37][C:36]([O:40][C:41]([CH3:44])([CH3:43])[CH3:42])=[O:39])=[O:21])[C:11]([NH:12][CH:13]3[CH2:18][CH2:17][O:16][CH2:15][CH2:14]3)=[C:6]2[CH:5]=[N:4]1)[CH3:2].